From a dataset of Full USPTO retrosynthesis dataset with 1.9M reactions from patents (1976-2016). Predict the reactants needed to synthesize the given product. (1) Given the product [C:23]([NH:27][C:20]([C:11]1[CH:12]=[C:13]([C:14]2[CH:19]=[CH:18][CH:17]=[CH:16][N:15]=2)[N:9]([C:7]2[S:8][C:4]([S:3][CH2:1][CH3:2])=[N:5][N:6]=2)[N:10]=1)=[O:22])([CH3:26])([CH3:25])[CH3:24], predict the reactants needed to synthesize it. The reactants are: [CH2:1]([S:3][C:4]1[S:8][C:7]([N:9]2[C:13]([C:14]3[CH:19]=[CH:18][CH:17]=[CH:16][N:15]=3)=[CH:12][C:11]([C:20]([OH:22])=O)=[N:10]2)=[N:6][N:5]=1)[CH3:2].[C:23]([NH2:27])([CH3:26])([CH3:25])[CH3:24]. (2) Given the product [F:28][C:29]1[CH:30]=[CH:31][C:32]([C:35]2[O:36][CH:37]=[C:38]([CH:40]([OH:42])[CH2:41][C:7]#[N:8])[N:39]=2)=[CH:33][CH:34]=1, predict the reactants needed to synthesize it. The reactants are: OP([O-])(O)=O.[K+].[C-:7]#[N:8].[K+].C1OCCOCCOCCOCCOCCOC1.[F:28][C:29]1[CH:34]=[CH:33][C:32]([C:35]2[O:36][CH:37]=[C:38]([C:40](=[O:42])[CH3:41])[N:39]=2)=[CH:31][CH:30]=1. (3) Given the product [C:2]([O:5][C:6](=[O:7])[NH:8][CH:9]([CH:10]1[CH2:11][CH2:12][CH2:13][CH2:14][CH2:15]1)[C:16]([N:72]1[CH2:73][CH2:74][CH2:75][CH:71]1[CH2:70][C:55]1[C:54]2[C:58](=[CH:59][C:51]([F:50])=[CH:52][CH:53]=2)[N:57]([CH2:60][CH2:61][O:62][CH2:63][CH2:64][O:65][CH2:66][CH2:67][O:68][CH3:69])[CH:56]=1)=[O:18])([CH3:1])([CH3:3])[CH3:4], predict the reactants needed to synthesize it. The reactants are: [CH3:1][C:2]([O:5][C:6]([NH:8][C@H:9]([C:16]([OH:18])=O)[CH:10]1[CH2:15][CH2:14][CH2:13][CH2:12][CH2:11]1)=[O:7])([CH3:4])[CH3:3].CN(C(ON1N=NC2C=CC=NC1=2)=[N+](C)C)C.F[P-](F)(F)(F)(F)F.CN1CCOCC1.[F:50][C:51]1[CH:59]=[C:58]2[C:54]([C:55]([CH2:70][CH:71]3[CH2:75][CH2:74][CH2:73][NH:72]3)=[CH:56][N:57]2[CH2:60][CH2:61][O:62][CH2:63][CH2:64][O:65][CH2:66][CH2:67][O:68][CH3:69])=[CH:53][CH:52]=1. (4) Given the product [CH2:6]([O:5][P:4]([CH2:9][C:10]1[CH:15]=[CH:14][CH:13]=[CH:12][C:11]=1[NH:16][C:38]([C:35]1[CH:34]=[CH:33][C:32]([C:29]2[CH:30]=[CH:31][C:26]([O:25][CH2:17][CH2:18][CH2:19][CH2:20][CH2:21][CH2:22][CH2:23][CH3:24])=[CH:27][CH:28]=2)=[CH:37][CH:36]=1)=[O:39])(=[O:8])[O:3][CH2:1][CH3:2])[CH3:7], predict the reactants needed to synthesize it. The reactants are: [CH2:1]([O:3][P:4]([CH2:9][C:10]1[CH:15]=[CH:14][CH:13]=[CH:12][C:11]=1[NH2:16])(=[O:8])[O:5][CH2:6][CH3:7])[CH3:2].[CH2:17]([O:25][C:26]1[CH:31]=[CH:30][C:29]([C:32]2[CH:37]=[CH:36][C:35]([C:38](O)=[O:39])=[CH:34][CH:33]=2)=[CH:28][CH:27]=1)[CH2:18][CH2:19][CH2:20][CH2:21][CH2:22][CH2:23][CH3:24].CCN(C(C)C)C(C)C.C1C=NC2N(O)N=NC=2C=1. (5) Given the product [NH2:19][C:16]1[CH:15]=[CH:14][C:13]([CH2:12][C:10]2[N:9]3[CH:22]=[C:23]([C:25]4[C:33]5[C:28](=[N:29][CH:30]=[CH:31][CH:32]=5)[N:27]([S:34]([C:37]5[CH:38]=[CH:39][CH:40]=[CH:41][CH:42]=5)(=[O:35])=[O:36])[CH:26]=4)[CH:24]=[C:8]3[C:7](=[O:43])[N:6]([CH2:5][C:4]3[CH:44]=[CH:45][C:46]([O:48][CH3:49])=[CH:47][C:3]=3[O:2][CH3:1])[CH:11]=2)=[CH:18][CH:17]=1, predict the reactants needed to synthesize it. The reactants are: [CH3:1][O:2][C:3]1[CH:47]=[C:46]([O:48][CH3:49])[CH:45]=[CH:44][C:4]=1[CH2:5][N:6]1[CH:11]=[C:10]([CH2:12][C:13]2[CH:18]=[CH:17][C:16]([N+:19]([O-])=O)=[CH:15][CH:14]=2)[N:9]2[CH:22]=[C:23]([C:25]3[C:33]4[C:28](=[N:29][CH:30]=[CH:31][CH:32]=4)[N:27]([S:34]([C:37]4[CH:42]=[CH:41][CH:40]=[CH:39][CH:38]=4)(=[O:36])=[O:35])[CH:26]=3)[CH:24]=[C:8]2[C:7]1=[O:43]. (6) Given the product [CH3:17][C:16]1[N:11]2[N:10]=[C:9](/[CH:8]=[C:7](/[C:5]3[N:4]([CH3:21])[N:3]=[C:2]([N:22]4[CH2:26][CH2:25][CH2:24][CH2:23]4)[N:6]=3)\[CH3:20])[N:19]=[C:12]2[C:13]([CH3:18])=[N:14][CH:15]=1, predict the reactants needed to synthesize it. The reactants are: Br[C:2]1[N:6]=[C:5](/[C:7](/[CH3:20])=[CH:8]/[C:9]2[N:19]=[C:12]3[C:13]([CH3:18])=[N:14][CH:15]=[C:16]([CH3:17])[N:11]3[N:10]=2)[N:4]([CH3:21])[N:3]=1.[NH:22]1[CH2:26][CH2:25][CH2:24][CH2:23]1. (7) The reactants are: C1(C2N=C(C(C(N[C:15]([CH:17]([NH:26][C:27]([N:29]3[CH2:34][CH2:33][O:32][CH2:31][CH2:30]3)=[O:28])[CH2:18][S:19]([CH2:22][CH:23]([CH3:25])[CH3:24])(=[O:21])=[O:20])=[O:16])CC)=O)ON=2)CC1.C1(N=C=N)CCCCC1.C1C=CC2N(O)N=NC=2C=1.[NH2:54][CH:55]([CH2:69][CH3:70])[C@@H:56]([C:58]1[N:62]=[C:61]([C:63]2[CH:68]=[CH:67][CH:66]=[CH:65][CH:64]=2)[O:60][N:59]=1)[OH:57].C(O)C(N)(CO)CO. Given the product [CH:23]1([CH2:22][S:19]([CH2:18][CH:17]([NH:26][C:27]([N:29]2[CH2:30][CH2:31][O:32][CH2:33][CH2:34]2)=[O:28])[C:15](=[O:16])[NH:54][CH:55]([CH:56]([OH:57])[C:58]2[N:62]=[C:61]([C:63]3[CH:68]=[CH:67][CH:66]=[CH:65][CH:64]=3)[O:60][N:59]=2)[CH2:69][CH3:70])(=[O:20])=[O:21])[CH2:24][CH2:25]1, predict the reactants needed to synthesize it.